Dataset: Forward reaction prediction with 1.9M reactions from USPTO patents (1976-2016). Task: Predict the product of the given reaction. (1) Given the reactants [O:1]1[CH2:3][CH:2]1[C:4]1[CH:9]=[CH:8][C:7]([O:10][S:11]([CH3:14])(=[O:13])=[O:12])=[CH:6][C:5]=1[C:15]([F:18])([F:17])[F:16].CCOCC.[CH2:24]([NH2:31])[C:25]1[CH:30]=[CH:29][CH:28]=[CH:27][CH:26]=1, predict the reaction product. The product is: [CH2:24]([NH:31][CH2:3][CH:2]([C:4]1[CH:9]=[CH:8][C:7]([O:10][S:11]([CH3:14])(=[O:13])=[O:12])=[CH:6][C:5]=1[C:15]([F:18])([F:17])[F:16])[OH:1])[C:25]1[CH:30]=[CH:29][CH:28]=[CH:27][CH:26]=1. (2) Given the reactants [Cl:1][C:2]1[CH:7]=[CH:6][C:5](/[CH:8]=[CH:9]/[C:10]2[CH:11]=[C:12]([CH:16]=[CH:17][C:18]=2[O:19][CH3:20])[C:13](O)=[O:14])=[CH:4][CH:3]=1.Cl.[CH3:22][NH2:23], predict the reaction product. The product is: [Cl:1][C:2]1[CH:7]=[CH:6][C:5](/[CH:8]=[CH:9]/[C:10]2[CH:11]=[C:12]([CH:16]=[CH:17][C:18]=2[O:19][CH3:20])[C:13]([NH:23][CH3:22])=[O:14])=[CH:4][CH:3]=1. (3) Given the reactants [Cl:1][C:2]1[CH:3]=[CH:4][N:5]=[C:6]2[C:11]=1[N:10]=[CH:9][C:8]([OH:12])=[CH:7]2.C(=O)([O-])[O-].[K+].[K+].Cl[CH2:20][C:21]1[CH:26]=[CH:25][CH:24]=[CH:23][CH:22]=1.CN(C=O)C, predict the reaction product. The product is: [CH2:20]([O:12][C:8]1[CH:9]=[N:10][C:11]2[C:6]([CH:7]=1)=[N:5][CH:4]=[CH:3][C:2]=2[Cl:1])[C:21]1[CH:26]=[CH:25][CH:24]=[CH:23][CH:22]=1. (4) Given the reactants Cl[C:2]1[CH:7]=[CH:6][N:5]2[C:8]([C:11]([NH:13][C:14]3[CH:22]=[CH:21][CH:20]=[C:19]4[C:15]=3[C:16]([CH3:33])=[N:17][N:18]4[CH2:23][C:24]3[CH:29]=[CH:28][CH:27]=[C:26]([CH:30]([CH3:32])C)[N:25]=3)=[O:12])=[CH:9][N:10]=[C:4]2[CH:3]=1.[CH3:34][C@@H:35]1[N:40]([CH3:41])[CH2:39][CH2:38][N:37]([CH2:42][CH2:43][OH:44])[CH2:36]1.C[C@H]1N(C)[C@@H](C)CN(CCO)C1, predict the reaction product. The product is: [CH3:34][C@@H:35]1[N:40]([CH3:41])[CH2:39][CH2:38][N:37]([CH2:42][CH2:43][O:44][C:2]2[CH:7]=[CH:6][N:5]3[C:8]([C:11]([NH:13][C:14]4[CH:22]=[CH:21][CH:20]=[C:19]5[C:15]=4[C:16]([CH3:33])=[N:17][N:18]5[CH2:23][C:24]4[CH:29]=[CH:28][CH:27]=[C:26]([CH2:30][CH3:32])[N:25]=4)=[O:12])=[CH:9][N:10]=[C:4]3[CH:3]=2)[CH2:36]1.